Dataset: Full USPTO retrosynthesis dataset with 1.9M reactions from patents (1976-2016). Task: Predict the reactants needed to synthesize the given product. (1) Given the product [CH2:1]([C:3]1[CH:4]=[C:5]([C:11]2[CH:12]=[CH:13][C:14]([C:17](=[O:25])[CH2:18][CH2:19][C:20]([OH:22])=[O:21])=[C:15]([CH3:27])[CH:16]=2)[CH:6]=[CH:7][C:8]=1[O:9][CH3:10])[CH3:2], predict the reactants needed to synthesize it. The reactants are: [CH2:1]([C:3]1[CH:4]=[C:5]([C:11]2[CH:16]=[CH:15][C:14]([C:17](=[O:25])[CH2:18][C:19](C)(C)[C:20]([OH:22])=[O:21])=[CH:13][CH:12]=2)[CH:6]=[CH:7][C:8]=1[O:9][CH3:10])[CH3:2].Br[C:27]1C=CC(C(=O)CCC(O)=O)=C(C)C=1.CC#N. (2) Given the product [O:36]1[CH2:5][CH2:8][N:9]([C:10](=[O:32])[CH2:11][C@@H:12]2[CH2:23][CH:22]=[CH:21][CH2:20][CH2:19][C:18](=[O:24])[O:17][C@H:16]([C:25]3[CH:26]=[CH:27][CH:28]=[CH:29][CH:30]=3)[CH2:15][NH:14][C:13]2=[O:31])[CH2:34][CH2:35]1, predict the reactants needed to synthesize it. The reactants are: ClC1N=C[C:5]([CH2:8][NH:9][C:10](=[O:32])[CH2:11][C@@H:12]2[CH2:23][CH:22]=[CH:21][CH2:20][CH2:19][C:18](=[O:24])[O:17][C@H:16]([C:25]3[CH:30]=[CH:29][CH:28]=[CH:27][CH:26]=3)[CH2:15][NH:14][C:13]2=[O:31])=CC=1.N1CC[O:36][CH2:35][CH2:34]1. (3) Given the product [F:1][C:2]1[CH:3]=[N:4][C:5]2[C:10]([C:11]=1[CH2:12][CH2:13][CH2:14][C:15]1([C:29]([OH:31])=[O:30])[CH2:16][CH2:17][N:18]([CH2:21][CH2:22][S:23][C:24]3[S:25][CH:26]=[CH:27][CH:28]=3)[CH2:19][CH2:20]1)=[CH:9][C:8]([O:34][CH3:35])=[CH:7][CH:6]=2, predict the reactants needed to synthesize it. The reactants are: [F:1][C:2]1[CH:3]=[N:4][C:5]2[C:10]([C:11]=1[CH2:12][CH2:13][CH2:14][C:15]1([C:29]([O:31]CC)=[O:30])[CH2:20][CH2:19][N:18]([CH2:21][CH2:22][S:23][C:24]3[S:25][CH:26]=[CH:27][CH:28]=3)[CH2:17][CH2:16]1)=[CH:9][C:8]([O:34][CH3:35])=[CH:7][CH:6]=2.Cl. (4) Given the product [C:10]([NH:4][C@:3]([CH3:2])([C:7]([OH:9])=[O:8])[CH2:5][S:6][C:15]([O:16][CH2:17][C:18]1[CH:23]=[CH:22][CH:21]=[CH:20][CH:19]=1)=[O:24])([O:12][CH2:17][C:18]1[CH:23]=[CH:22][CH:21]=[CH:20][CH:19]=1)=[O:13], predict the reactants needed to synthesize it. The reactants are: Cl.[CH3:2][C@@:3]([C:7]([OH:9])=[O:8])([CH2:5][SH:6])[NH2:4].[C:10](=[O:13])([O-:12])O.[Na+].[C:15](Cl)(=[O:24])[O:16][CH2:17][C:18]1[CH:23]=[CH:22][CH:21]=[CH:20][CH:19]=1.Cl.